The task is: Binary Classification. Given a miRNA mature sequence and a target amino acid sequence, predict their likelihood of interaction.. This data is from Experimentally validated miRNA-target interactions with 360,000+ pairs, plus equal number of negative samples. (1) The miRNA is hsa-miR-5008-5p with sequence UGAGGCCCUUGGGGCACAGUGG. The protein sequence of the target gene is MRRCTNIRPGETGMDVTSRCTLGDPNKLPEGVPQPARMPYISDKHPRQTLEVINLLRKHRELCDVVLVVGAKKIYAHRVILSACSPYFRAMFTGELAESRQTEVVIRDIDERAMELLIDFAYTSQITVEEGNVQTLLPAACLLQLAEIQEACCEFLKRQLDPSNCLGIRAFADTHSCRELLRIADKFTQHNFQEVMESEEFMLLPANQLIDIISSDELNVRSEEQVFNAVMAWVKYSIQERRPQLPQVLQHVRLPLLSPKFLVGTVGSDPLIKSDEECRDLVDEAKNYLLLPQERPLMQG.... Result: 0 (no interaction). (2) The miRNA is hsa-miR-431-5p with sequence UGUCUUGCAGGCCGUCAUGCA. The protein sequence of the target gene is MAETYDFLFKFLVIGSAGTGKSCLLHQFIENKFKQDSNHTIGVEFGSRVVNVGGKTVKLQIWDTAGQERFRSVTRSYYRGAAGALLVYDITSRETYNSLAAWLTDARTLASPNIVVILCGNKKDLDPEREVTFLEASRFAQENELMFLETSALTGENVEEAFLKCARTILNKIDSGELDPERMGSGIQYGDASLRQLRQPRSAQAVAPQPCGC. Result: 0 (no interaction). (3) The miRNA is hsa-miR-1250-3p with sequence ACAUUUUCCAGCCCAUUCA. The protein sequence of the target gene is MSYQGKKNIPRITSDRLLIKGGKIVNDDQSFYADIYMEDGLIKQIGENLIVPGGVKTIEAHSRMVIPGGIDVHTRFQMPDQGMTSADDFFQGTKAALAGGTTMIIDHVVPEPGTSLLAAFDQWREWADSKSCCDYSLHVDITEWHKGIQEEMEALVKDHGVNSFLVYMAFKDRFQLTDSQIYEVLSVIRDIGAIAQVHAENGDIIAEEQQRILDLGITGPEGHVLSRPEEVEAEAVNRSITIANQTNCPLYVTKVMSKSAAEVIAQARKKGTVVYGEPITASLGTDGSHYWSKNWAKAAA.... Result: 0 (no interaction).